Dataset: Full USPTO retrosynthesis dataset with 1.9M reactions from patents (1976-2016). Task: Predict the reactants needed to synthesize the given product. (1) Given the product [I:1][C:2]1[N:22]([CH2:21][C:20]2[CH:25]=[CH:26][CH:27]=[C:18]([C:17]([F:16])([F:29])[F:28])[CH:19]=2)[N:23]=[N:24][C:3]=1[CH2:4][O:5][C:6]1[CH:13]=[CH:12][C:9]([CH:10]=[O:11])=[CH:8][C:7]=1[O:14][CH3:15], predict the reactants needed to synthesize it. The reactants are: [I:1][C:2]#[C:3][CH2:4][O:5][C:6]1[CH:13]=[CH:12][C:9]([CH:10]=[O:11])=[CH:8][C:7]=1[O:14][CH3:15].[F:16][C:17]([F:29])([F:28])[C:18]1[CH:19]=[C:20]([CH:25]=[CH:26][CH:27]=1)[CH2:21][N:22]=[N+:23]=[N-:24]. (2) Given the product [Cl:10][C:11]1[CH:16]=[CH:15][CH:14]=[CH:13][C:12]=1[C:2]1[N:3]=[CH:4][CH:5]=[CH:6][C:7]=1[C:8]#[N:9], predict the reactants needed to synthesize it. The reactants are: Cl[C:2]1[C:7]([C:8]#[N:9])=[CH:6][CH:5]=[CH:4][N:3]=1.[Cl:10][C:11]1[CH:16]=[CH:15][CH:14]=[CH:13][C:12]=1B(O)O. (3) The reactants are: [CH3:1][C:2]1[N:6]([C:7]2[CH:12]=[CH:11][CH:10]=[CH:9][CH:8]=2)[N:5]=[C:4]([CH2:13][NH2:14])[CH:3]=1.[Cl:15][CH2:16][C:17](Cl)=[O:18].CCCCCC.C([O-])(O)=O.[Na+]. Given the product [Cl:15][CH2:16][C:17]([NH:14][CH2:13][C:4]1[CH:3]=[C:2]([CH3:1])[N:6]([C:7]2[CH:12]=[CH:11][CH:10]=[CH:9][CH:8]=2)[N:5]=1)=[O:18], predict the reactants needed to synthesize it. (4) Given the product [CH2:7]([O:14][C:15]1[CH:29]=[C:28]([O:30][CH2:31][C:32]2[CH:37]=[CH:36][CH:35]=[CH:34][CH:33]=2)[CH:27]=[CH:26][C:16]=1[CH:17]([NH:18][C:19]1[CH:24]=[CH:23][C:22]([F:25])=[CH:21][CH:20]=1)[CH:62]([CH2:77][CH2:78][CH:79]([O:87][Si:88]([C:91]([CH3:94])([CH3:93])[CH3:92])([CH3:89])[CH3:90])[C:80]1[CH:81]=[CH:82][C:83]([F:86])=[CH:84][CH:85]=1)[C:63]([N:65]1[CH:69]([C:70]2[CH:71]=[CH:72][CH:73]=[CH:74][CH:75]=2)[CH2:68][O:67][C:66]1=[O:76])=[O:64])[C:8]1[CH:9]=[CH:10][CH:11]=[CH:12][CH:13]=1, predict the reactants needed to synthesize it. The reactants are: O1CCNC1=O.[CH2:7]([O:14][C:15]1[CH:29]=[C:28]([O:30][CH2:31][C:32]2[CH:37]=[CH:36][CH:35]=[CH:34][CH:33]=2)[CH:27]=[CH:26][C:16]=1[CH:17]=[N:18][C:19]1[CH:24]=[CH:23][C:22]([F:25])=[CH:21][CH:20]=1)[C:8]1[CH:13]=[CH:12][CH:11]=[CH:10][CH:9]=1.C(OC1C=C(COCC2C=CC=CC=2)C=CC=1C(NC1C=CC(F)=CC=1)[CH:62]([CH2:77][CH2:78][CH:79]([O:87][Si:88]([C:91]([CH3:94])([CH3:93])[CH3:92])([CH3:90])[CH3:89])[C:80]1[CH:85]=[CH:84][C:83]([F:86])=[CH:82][CH:81]=1)[C:63]([N:65]1[CH:69]([C:70]2[CH:75]=[CH:74][CH:73]=[CH:72][CH:71]=2)[CH2:68][O:67][C:66]1=[O:76])=[O:64])C1C=CC=CC=1. (5) The reactants are: [CH3:1][C:2]1[O:3][C:4]([C:17]([OH:19])=[O:18])=[C:5]([C:7]2[CH:16]=[CH:15][C:14]3[CH2:13][CH2:12][CH2:11][CH2:10][C:9]=3[CH:8]=2)[N:6]=1.S(=O)(=O)(O)O.[CH3:25]O. Given the product [CH3:1][C:2]1[O:3][C:4]([C:17]([O:19][CH3:25])=[O:18])=[C:5]([C:7]2[CH:16]=[CH:15][C:14]3[CH2:13][CH2:12][CH2:11][CH2:10][C:9]=3[CH:8]=2)[N:6]=1, predict the reactants needed to synthesize it. (6) Given the product [CH3:13][O:12][C:9]1[CH:10]=[C:11]2[C:6](=[CH:7][C:8]=1[O:14][CH2:15][CH2:16][CH2:17][N:18]1[CH2:23][CH2:22][O:21][CH2:20][CH2:19]1)[N:5]=[CH:4][N:3]=[C:2]2[O:30][C:31]1[CH:40]=[CH:39][CH:38]=[C:37]2[C:32]=1[CH:33]=[CH:34][CH:35]=[N:36]2, predict the reactants needed to synthesize it. The reactants are: Cl[C:2]1[C:11]2[C:6](=[CH:7][C:8]([O:14][CH2:15][CH2:16][CH2:17][N:18]3[CH2:23][CH2:22][O:21][CH2:20][CH2:19]3)=[C:9]([O:12][CH3:13])[CH:10]=2)[N:5]=[CH:4][N:3]=1.C(=O)([O-])[O-].[K+].[K+].[OH:30][C:31]1[CH:40]=[CH:39][CH:38]=[C:37]2[C:32]=1[CH:33]=[CH:34][CH:35]=[N:36]2.[OH-].[Na+]. (7) Given the product [CH:3]1([CH2:9][N:10]2[C:14]3[CH:15]=[CH:16][C:17]([N:19]([CH3:27])[C:20](=[O:22])[CH3:21])=[CH:18][C:13]=3[N:12]=[C:11]2[C:23]([CH3:26])([CH3:25])[CH3:24])[CH2:4][CH2:5][CH2:6][CH2:7][CH2:8]1, predict the reactants needed to synthesize it. The reactants are: [H-].[Na+].[CH:3]1([CH2:9][N:10]2[C:14]3[CH:15]=[CH:16][C:17]([NH:19][C:20](=[O:22])[CH3:21])=[CH:18][C:13]=3[N:12]=[C:11]2[C:23]([CH3:26])([CH3:25])[CH3:24])[CH2:8][CH2:7][CH2:6][CH2:5][CH2:4]1.[CH3:27]I. (8) Given the product [CH3:1][O:2][C:3](=[O:12])[C:4]1[CH:9]=[CH:8][C:7]([C:10]2[O:11][CH:14]=[N:13][C:15]=2[CH3:16])=[N:6][CH:5]=1, predict the reactants needed to synthesize it. The reactants are: [CH3:1][O:2][C:3](=[O:12])[C:4]1[CH:9]=[CH:8][C:7]([CH:10]=[O:11])=[N:6][CH:5]=1.[N+:13]([CH:15](S(C1C=CC(C)=CC=1)(=O)=O)[CH3:16])#[C-:14].C(=O)([O-])[O-].[K+].[K+].O. (9) The reactants are: [CH3:1][O:2][C:3](=[O:43])[CH2:4][C:5]1[CH:10]=[CH:9][CH:8]=[CH:7][C:6]=1[C:11]#[C:12][C:13]1[C:18]([C:19]([F:22])([F:21])[F:20])=[CH:17][N:16]=[C:15]([NH:23][C:24]2[CH:29]=[CH:28][C:27]([CH:30]3[CH2:35][CH2:34][N:33]([C:36]([O:38][C:39]([CH3:42])([CH3:41])[CH3:40])=[O:37])[CH2:32][CH2:31]3)=[CH:26][CH:25]=2)[N:14]=1. Given the product [CH3:1][O:2][C:3](=[O:43])[CH2:4][C:5]1[CH:10]=[CH:9][CH:8]=[CH:7][C:6]=1[CH2:11][CH2:12][C:13]1[C:18]([C:19]([F:21])([F:22])[F:20])=[CH:17][N:16]=[C:15]([NH:23][C:24]2[CH:29]=[CH:28][C:27]([CH:30]3[CH2:31][CH2:32][N:33]([C:36]([O:38][C:39]([CH3:41])([CH3:42])[CH3:40])=[O:37])[CH2:34][CH2:35]3)=[CH:26][CH:25]=2)[N:14]=1, predict the reactants needed to synthesize it.